This data is from Reaction yield outcomes from USPTO patents with 853,638 reactions. The task is: Predict the reaction yield, written as a fraction of the theoretical maximum amount of product (1.0 means a 100% yield; for example, 0.34 means a 34% yield). (1) The reactants are [NH2:1][C:2]1[CH:17]=[CH:16][C:5]([O:6][C:7]2[CH:12]=[CH:11][N:10]=[C:9]([C:13]([NH2:15])=[O:14])[CH:8]=2)=[C:4]([F:18])[CH:3]=1.C(OC1C=CC(NC2N=CN=C(OC3C=CC(NC(=O)CC(NC4C=CC(F)=CC=4)=O)=CC=3F)C=2)=CC=1)C1C=CC=CC=1.CCN(C(C)C)C(C)C.Cl[C:72](=[O:79])[CH2:73][C:74]([O:76][CH2:77][CH3:78])=[O:75]. The catalyst is CN(C=O)C.CCOC(C)=O. The product is [C:13]([C:9]1[CH:8]=[C:7]([O:6][C:5]2[CH:16]=[CH:17][C:2]([NH:1][C:72](=[O:79])[CH2:73][C:74]([O:76][CH2:77][CH3:78])=[O:75])=[CH:3][C:4]=2[F:18])[CH:12]=[CH:11][N:10]=1)(=[O:14])[NH2:15]. The yield is 0.620. (2) The yield is 0.720. The catalyst is C(Cl)Cl.[OH-].[Na+]. The product is [Cl:1][CH:2]([CH2:6][CH3:7])[C:3]([N:10]([CH2:11][CH3:12])[CH2:8][CH3:9])=[O:4]. The reactants are [Cl:1][CH:2]([CH2:6][CH3:7])[C:3](Cl)=[O:4].[CH2:8]([NH:10][CH2:11][CH3:12])[CH3:9].